Predict the product of the given reaction. From a dataset of Forward reaction prediction with 1.9M reactions from USPTO patents (1976-2016). (1) Given the reactants [F:1][C:2]1[C:3]([CH3:12])=[C:4]([CH:8]=[CH:9][C:10]=1[F:11])[C:5](O)=[O:6].S(Cl)([Cl:15])=O, predict the reaction product. The product is: [F:1][C:2]1[C:3]([CH3:12])=[C:4]([CH:8]=[CH:9][C:10]=1[F:11])[C:5]([Cl:15])=[O:6]. (2) Given the reactants S(O)(O)(=O)=O.[CH3:6][NH:7][NH2:8].C(N(CC)CC)C.[Br:16][C:17]1[CH:26]=[C:25]2[C:20]([C:21](=O)[C:22](=[CH:27][C:28]3[CH:33]=[CH:32][C:31]([O:34][C:35]([F:38])([F:37])[F:36])=[CH:30][CH:29]=3)[CH2:23][O:24]2)=[CH:19][CH:18]=1, predict the reaction product. The product is: [Br:16][C:17]1[CH:18]=[CH:19][C:20]2[C:21]3=[N:8][N:7]([CH3:6])[CH:27]([C:28]4[CH:33]=[CH:32][C:31]([O:34][C:35]([F:38])([F:37])[F:36])=[CH:30][CH:29]=4)[CH:22]3[CH2:23][O:24][C:25]=2[CH:26]=1.